The task is: Predict the product of the given reaction.. This data is from Forward reaction prediction with 1.9M reactions from USPTO patents (1976-2016). The product is: [CH2:1]([O:5][C:6]1[CH:11]=[C:10]([CH2:12][CH2:13][C:14]([O:16][CH3:17])=[O:15])[CH:9]=[CH:8][C:7]=1[C:18]1[CH:23]=[CH:22][CH:21]=[C:20]([CH2:24][N:25]([C:36](=[O:37])[C:35]2[CH:34]=[CH:33][C:32]([O:31][CH2:27][CH2:28][CH2:29][CH3:30])=[CH:40][CH:39]=2)[CH3:26])[CH:19]=1)[CH2:2][CH2:3][CH3:4]. Given the reactants [CH2:1]([O:5][C:6]1[CH:11]=[C:10]([CH2:12][CH2:13][C:14]([O:16][CH3:17])=[O:15])[CH:9]=[CH:8][C:7]=1[C:18]1[CH:23]=[CH:22][CH:21]=[C:20]([CH2:24][NH:25][CH3:26])[CH:19]=1)[CH2:2][CH2:3][CH3:4].[CH2:27]([O:31][C:32]1[CH:40]=[CH:39][C:35]([C:36](Cl)=[O:37])=[CH:34][CH:33]=1)[CH2:28][CH2:29][CH3:30].C(N(CC)CC)C, predict the reaction product.